Task: Predict the product of the given reaction.. Dataset: Forward reaction prediction with 1.9M reactions from USPTO patents (1976-2016) (1) Given the reactants C([N:8]([CH2:31][C@H:32]([OH:42])[C:33]1[CH:38]=[CH:37][C:36]([OH:39])=[C:35]([CH2:40][OH:41])[CH:34]=1)[CH2:9][CH2:10][CH2:11][CH2:12][CH2:13][CH2:14][O:15][CH2:16][CH2:17][CH2:18][CH2:19][C:20]1[CH:21]=[C:22]([NH:27][C:28]([NH2:30])=[O:29])[CH:23]=[C:24]([CH3:26])[CH:25]=1)C1C=CC=CC=1.N.C(Cl)(Cl)Cl, predict the reaction product. The product is: [NH3:8].[OH:42][C@H:32]([C:33]1[CH:38]=[CH:37][C:36]([OH:39])=[C:35]([CH2:40][OH:41])[CH:34]=1)[CH2:31][NH:8][CH2:9][CH2:10][CH2:11][CH2:12][CH2:13][CH2:14][O:15][CH2:16][CH2:17][CH2:18][CH2:19][C:20]1[CH:21]=[C:22]([NH:27][C:28]([NH2:30])=[O:29])[CH:23]=[C:24]([CH3:26])[CH:25]=1. (2) Given the reactants [NH2:1][CH:2]([C:9]1[C:14]([O:15][CH3:16])=[CH:13][CH:12]=[CH:11][C:10]=1[O:17][CH3:18])[CH2:3][CH2:4][C:5]([O:7]C)=O.[C:19]1([C:27]2[CH:32]=[CH:31][CH:30]=[CH:29][CH:28]=2)[CH:24]=[CH:23][CH:22]=[C:21]([CH:25]=O)[CH:20]=1, predict the reaction product. The product is: [C:19]1([C:27]2[CH:28]=[CH:29][CH:30]=[CH:31][CH:32]=2)[CH:24]=[CH:23][CH:22]=[C:21]([CH2:25][N:1]2[CH:2]([C:9]3[C:14]([O:15][CH3:16])=[CH:13][CH:12]=[CH:11][C:10]=3[O:17][CH3:18])[CH2:3][CH2:4][C:5]2=[O:7])[CH:20]=1. (3) The product is: [CH3:1][O:2][C:3]([C:4]1[CH:9]=[CH:8][C:7]2[N:10]([CH3:25])[C:11]([NH:14][C:15]3[S:16][C:17]4[CH:23]=[C:22]([F:24])[CH:21]=[CH:20][C:18]=4[N:19]=3)=[N:12][C:6]=2[CH:5]=1)=[O:13]. Given the reactants [CH3:1][O:2][C:3](=[O:13])[C:4]1[CH:9]=[CH:8][C:7]([NH:10][CH3:11])=[C:6]([NH2:12])[CH:5]=1.[NH2:14][C:15]1[S:16][C:17]2[CH:23]=[C:22]([F:24])[CH:21]=[CH:20][C:18]=2[N:19]=1.[C:25](N1C=CN=C1)(N1C=CN=C1)=S, predict the reaction product. (4) The product is: [CH3:3][S:18][C:13]1[CH:14]=[CH:15][CH:16]=[CH:17][C:12]=1[O:11][C:10]([F:9])([F:19])[F:20]. Given the reactants CI.[C:3](=O)([O-])[O-].[K+].[K+].[F:9][C:10]([F:20])([F:19])[O:11][C:12]1[CH:17]=[CH:16][CH:15]=[CH:14][C:13]=1[SH:18].O, predict the reaction product. (5) Given the reactants [C@H:1]1([O:12][C@@H]2[C@@H](CO)O[C@H](OCC=C)[C@H](NC(=O)C)[C@H]2O)[O:9][C@H:8]([CH2:10][OH:11])[C@@H:6]([OH:7])[C@H:4]([OH:5])[C@H:2]1[OH:3].OCC([C@H]([C@@H]([C@@H](CO)O)O)O)=O, predict the reaction product. The product is: [O:11]=[CH:10][C@@H:8]([C@H:6]([C@@H:4]([C@@H:2]([CH2:1][OH:12])[OH:3])[OH:5])[OH:7])[OH:9]. (6) Given the reactants [F:1][C:2]1[C:3]([O:50][CH3:51])=[CH:4][C:5]([CH2:45][C:46]([F:49])([F:48])[F:47])=[C:6]([C:8]2[N:13]=[C:12]3[N:14](COCC[Si](C)(C)C)[N:15]=[C:16]([C:17]([NH:19][NH2:20])=O)[C:11]3=[C:10]([NH:29][CH2:30][C:31]3[CH:36]=[C:35]([O:37][CH3:38])[CH:34]=[CH:33][C:32]=3[N:39]([CH3:44])[S:40]([CH3:43])(=[O:42])=[O:41])[N:9]=2)[CH:7]=1.[C:52]([CH:54]1[CH2:59][CH2:58][N:57](C(OC(C)(C)C)=O)[CH2:56][CH2:55]1)#[N:53], predict the reaction product. The product is: [F:1][C:2]1[C:3]([O:50][CH3:51])=[CH:4][C:5]([CH2:45][C:46]([F:47])([F:49])[F:48])=[C:6]([C:8]2[N:13]=[C:12]3[NH:14][N:15]=[C:16]([C:17]4[NH:53][C:52]([CH:54]5[CH2:59][CH2:58][NH:57][CH2:56][CH2:55]5)=[N:20][N:19]=4)[C:11]3=[C:10]([NH:29][CH2:30][C:31]3[CH:36]=[C:35]([O:37][CH3:38])[CH:34]=[CH:33][C:32]=3[N:39]([CH3:44])[S:40]([CH3:43])(=[O:42])=[O:41])[N:9]=2)[CH:7]=1. (7) Given the reactants [C:1]([C:3]1([C:8]2[CH:9]=[C:10]([NH:14][C:15](=[O:26])[C:16]3[CH:21]=[CH:20][C:19]([O:22][CH3:23])=[C:18]([O:24][CH3:25])[CH:17]=3)[CH:11]=[CH:12][CH:13]=2)[CH2:7][CH2:6][CH2:5][CH2:4]1)#[N:2], predict the reaction product. The product is: [NH2:2][CH2:1][C:3]1([C:8]2[CH:9]=[C:10]([NH:14][C:15](=[O:26])[C:16]3[CH:21]=[CH:20][C:19]([O:22][CH3:23])=[C:18]([O:24][CH3:25])[CH:17]=3)[CH:11]=[CH:12][CH:13]=2)[CH2:4][CH2:5][CH2:6][CH2:7]1. (8) Given the reactants ClC(Cl)(O[C:5](=[O:11])OC(Cl)(Cl)Cl)Cl.[CH3:13][C:14]1[CH:19]=[C:18]([C:20]2[CH:21]=[CH:22][C:23]3[N:29]4[CH2:30][C@H:26]([CH2:27][CH2:28]4)[NH:25][C:24]=3[N:31]=2)[CH:17]=[CH:16][N:15]=1.[CH:32]1([NH2:35])[CH2:34][CH2:33]1, predict the reaction product. The product is: [CH:32]1([NH:35][C:5]([N:25]2[C@@H:26]3[CH2:30][N:29]([CH2:28][CH2:27]3)[C:23]3[CH:22]=[CH:21][C:20]([C:18]4[CH:17]=[CH:16][N:15]=[C:14]([CH3:13])[CH:19]=4)=[N:31][C:24]2=3)=[O:11])[CH2:34][CH2:33]1. (9) Given the reactants [F:1][C:2]1[CH:36]=[C:35]([NH:37][C:38]([NH:40][C:41]2[CH:45]=[C:44]([CH3:46])[O:43][N:42]=2)=[O:39])[CH:34]=[CH:33][C:3]=1[O:4][C:5]1[CH:10]=[CH:9][N:8]=[C:7]2[CH:11]=[C:12]([C:14]3[N:19]=[CH:18][C:17]([CH2:20][N:21]([CH2:29][CH2:30][O:31][CH3:32])C(=O)OC(C)(C)C)=[CH:16][CH:15]=3)[S:13][C:6]=12.C(O)(C(F)(F)F)=O, predict the reaction product. The product is: [F:1][C:2]1[CH:36]=[C:35]([NH:37][C:38]([NH:40][C:41]2[CH:45]=[C:44]([CH3:46])[O:43][N:42]=2)=[O:39])[CH:34]=[CH:33][C:3]=1[O:4][C:5]1[CH:10]=[CH:9][N:8]=[C:7]2[CH:11]=[C:12]([C:14]3[CH:15]=[CH:16][C:17]([CH2:20][NH:21][CH2:29][CH2:30][O:31][CH3:32])=[CH:18][N:19]=3)[S:13][C:6]=12. (10) Given the reactants [H-].[Na+].CC1C(C)=C(O)C2C(=CC(F)=C(F)C=2)N=1.[CH2:18]([C:20]1[C:29]([CH3:30])=[C:28]([O:31][C:32]([CH:34]2CC2)=[O:33])[C:27]2[C:22](=[CH:23][C:24]([F:38])=[C:25]([F:37])[CH:26]=2)[N:21]=1)C.C(C1C(C)=C(OC(C2CC2)=O)C2C(=CC=C(F)C=2F)N=1)C, predict the reaction product. The product is: [CH3:18][C:20]1[C:29]([CH3:30])=[C:28]([O:31][C:32](=[O:33])[CH3:34])[C:27]2[C:22](=[CH:23][C:24]([F:38])=[C:25]([F:37])[CH:26]=2)[N:21]=1.